From a dataset of Full USPTO retrosynthesis dataset with 1.9M reactions from patents (1976-2016). Predict the reactants needed to synthesize the given product. Given the product [Cl:1][C:2]1[CH:9]=[CH:8][C:5]([CH2:6][O:10][C:11]2[CH:12]=[C:13]([CH:16]=[CH:17][C:18]=2[O:19][CH2:20][C:21]2[CH:26]=[CH:25][C:24]([O:27][CH3:28])=[CH:23][CH:22]=2)[CH:14]=[O:15])=[CH:4][CH:3]=1, predict the reactants needed to synthesize it. The reactants are: [Cl:1][C:2]1[CH:9]=[CH:8][C:5]([CH2:6]Cl)=[CH:4][CH:3]=1.[OH:10][C:11]1[CH:12]=[C:13]([CH:16]=[CH:17][C:18]=1[O:19][CH2:20][C:21]1[CH:26]=[CH:25][C:24]([O:27][CH3:28])=[CH:23][CH:22]=1)[CH:14]=[O:15].C(=O)([O-])[O-].[K+].[K+].